This data is from Catalyst prediction with 721,799 reactions and 888 catalyst types from USPTO. The task is: Predict which catalyst facilitates the given reaction. (1) Reactant: [CH3:1][O:2][C:3]1[CH:4]=[C:5]2[C:10](=[CH:11][CH:12]=1)[C:9]([OH:13])=[CH:8][CH:7]=[CH:6]2.[Br:14][C:15]1[CH:16]=[CH:17][C:18]([I:23])=[C:19]([CH2:21]O)[CH:20]=1.C1(P(C2C=CC=CC=2)C2C=CC=CC=2)C=CC=CC=1.N(C(OC(C)C)=O)=NC(OC(C)C)=O. Product: [Br:14][C:15]1[CH:16]=[CH:17][C:18]([I:23])=[C:19]([CH:20]=1)[CH2:21][O:13][C:9]1[C:10]2[C:5](=[CH:4][C:3]([O:2][CH3:1])=[CH:12][CH:11]=2)[CH:6]=[CH:7][CH:8]=1. The catalyst class is: 7. (2) The catalyst class is: 1. Reactant: [F:1][C@H:2]1[CH2:7][CH2:6][C@H:5]([N:8]2[CH2:12][CH2:11][CH2:10][C:9]2=[O:13])[CH2:4][CH2:3]1.[Li+].CC([N-]C(C)C)C.[Br:22][C:23]1[CH:28]=[CH:27][C:26]([CH2:29]Br)=[C:25]([Cl:31])[CH:24]=1. Product: [Br:22][C:23]1[CH:28]=[CH:27][C:26]([CH2:29][CH:10]2[CH2:11][CH2:12][N:8]([C@H:5]3[CH2:6][CH2:7][C@H:2]([F:1])[CH2:3][CH2:4]3)[C:9]2=[O:13])=[C:25]([Cl:31])[CH:24]=1. (3) Reactant: [CH2:1]([O:3][C:4](=[O:26])[CH2:5][C:6]1[CH:11]=[CH:10][C:9]([C:12](=[O:22])[C:13]2[CH:18]=[CH:17][CH:16]=[C:15]([N+:19]([O-])=O)[CH:14]=2)=[CH:8][C:7]=1[N+:23]([O-])=O)[CH3:2]. Product: [CH2:1]([O:3][C:4](=[O:26])[CH2:5][C:6]1[CH:11]=[CH:10][C:9]([C:12](=[O:22])[C:13]2[CH:18]=[CH:17][CH:16]=[C:15]([NH2:19])[CH:14]=2)=[CH:8][C:7]=1[NH2:23])[CH3:2]. The catalyst class is: 8. (4) Reactant: [CH3:1][C:2]1([CH3:39])[CH2:10][C:9]2[N:8]([CH2:11][O:12][CH2:13][CH2:14][Si:15]([CH3:18])([CH3:17])[CH3:16])[N:7]=[C:6]([C:19]([NH:21][C:22]3[CH:23]=[N:24][N:25]([CH:27]([C:33]4[CH:38]=[CH:37][CH:36]=[CH:35][CH:34]=4)[C:28](OCC)=[O:29])[CH:26]=3)=[O:20])[C:5]=2[CH2:4][CH2:3]1.[H-].[Al+3].[Li+].[H-].[H-].[H-].CCOC(C)=O. Product: [OH:29][CH2:28][CH:27]([N:25]1[CH:26]=[C:22]([NH:21][C:19]([C:6]2[C:5]3[CH2:4][CH2:3][C:2]([CH3:39])([CH3:1])[CH2:10][C:9]=3[N:8]([CH2:11][O:12][CH2:13][CH2:14][Si:15]([CH3:17])([CH3:16])[CH3:18])[N:7]=2)=[O:20])[CH:23]=[N:24]1)[C:33]1[CH:38]=[CH:37][CH:36]=[CH:35][CH:34]=1. The catalyst class is: 7.